Dataset: Forward reaction prediction with 1.9M reactions from USPTO patents (1976-2016). Task: Predict the product of the given reaction. (1) The product is: [CH3:1][O:2][C:3]1[CH:8]=[CH:7][N:6]=[C:5]([O:9][S:10]([C:13]([F:16])([F:15])[F:14])(=[O:12])=[O:11])[CH:4]=1. Given the reactants [CH3:1][O:2][C:3]1[CH:8]=[CH:7][NH:6][C:5](=[O:9])[CH:4]=1.[S:10](O[S:10]([C:13]([F:16])([F:15])[F:14])(=[O:12])=[O:11])([C:13]([F:16])([F:15])[F:14])(=[O:12])=[O:11].C(N(CC)CC)C, predict the reaction product. (2) Given the reactants [CH3:1][O:2][C:3]1[CH:12]=[CH:11][C:10]2[C:5](=[CH:6][CH:7]=[CH:8][C:9]=2[N+:13]([O-])=O)[N:4]=1.[H][H], predict the reaction product. The product is: [NH2:13][C:9]1[CH:8]=[CH:7][CH:6]=[C:5]2[C:10]=1[CH:11]=[CH:12][C:3]([O:2][CH3:1])=[N:4]2. (3) Given the reactants [CH3:1][N:2]([CH3:13])[C:3]1[C:4]([C:10](N)=[O:11])=[N:5][C:6]([CH3:9])=[CH:7][CH:8]=1.[OH-:14].[K+].Cl, predict the reaction product. The product is: [CH3:1][N:2]([CH3:13])[C:3]1[C:4]([C:10]([OH:14])=[O:11])=[N:5][C:6]([CH3:9])=[CH:7][CH:8]=1.